Task: Predict which catalyst facilitates the given reaction.. Dataset: Catalyst prediction with 721,799 reactions and 888 catalyst types from USPTO (1) Reactant: [CH2:1]([O:3][C:4]([C@H:6]1[CH2:11][CH2:10][C@H:9]([O:12][CH:13]([CH2:16][OH:17])[CH2:14][OH:15])[CH2:8][CH2:7]1)=[O:5])[CH3:2].C(N(CC)CC)C.[C:25]1([CH3:35])[CH:30]=[CH:29][C:28]([S:31](Cl)(=[O:33])=[O:32])=[CH:27][CH:26]=1. Product: [CH2:1]([O:3][C:4]([C@H:6]1[CH2:11][CH2:10][C@H:9]([O:12][CH:13]([CH2:16][OH:17])[CH2:14][O:15][S:31]([C:28]2[CH:29]=[CH:30][C:25]([CH3:35])=[CH:26][CH:27]=2)(=[O:33])=[O:32])[CH2:8][CH2:7]1)=[O:5])[CH3:2]. The catalyst class is: 4. (2) Reactant: [NH2:1][C@@H:2]([C@@H:7]([O:18][CH3:19])[C:8]1[CH:13]=[CH:12][C:11]([C:14]([F:17])([F:16])[F:15])=[CH:10][CH:9]=1)[C:3]([O:5][CH3:6])=[O:4].[C:20](O[C:20]([O:22][C:23]([CH3:26])([CH3:25])[CH3:24])=[O:21])([O:22][C:23]([CH3:26])([CH3:25])[CH3:24])=[O:21].C(=O)(O)[O-].[Na+]. Product: [C:23]([O:22][C:20]([NH:1][C@@H:2]([C@@H:7]([O:18][CH3:19])[C:8]1[CH:13]=[CH:12][C:11]([C:14]([F:16])([F:17])[F:15])=[CH:10][CH:9]=1)[C:3]([O:5][CH3:6])=[O:4])=[O:21])([CH3:26])([CH3:25])[CH3:24]. The catalyst class is: 1. (3) Reactant: [F:1][C:2]1([F:10])[CH2:6][CH2:5][CH:4]([C:7](=[O:9])[CH3:8])[CH2:3]1.[F:11][C:12]([F:31])([F:30])[S:13](N(C1C=CC=CC=1)[S:13]([C:12]([F:31])([F:30])[F:11])(=[O:15])=[O:14])(=[O:15])=[O:14]. Product: [F:11][C:12]([F:31])([F:30])[S:13]([O:9][C:7]([CH:4]1[CH2:5][CH2:6][C:2]([F:10])([F:1])[CH2:3]1)=[CH2:8])(=[O:15])=[O:14]. The catalyst class is: 1. (4) Reactant: [CH2:1]([N:8]1[C:16]2[C:11](=[CH:12][C:13]([C:17]([OH:26])([C:22]([F:25])([F:24])[F:23])[C:18]([F:21])([F:20])[F:19])=[CH:14][CH:15]=2)[CH:10]=[C:9]1[CH2:27]O[Si](C(C)C)(C(C)C)C(C)C)[C:2]1[CH:7]=[CH:6][CH:5]=[CH:4][CH:3]=1. Product: [CH2:1]([N:8]1[C:16]2[C:11](=[CH:12][C:13]([C:17]([OH:26])([C:18]([F:21])([F:19])[F:20])[C:22]([F:23])([F:24])[F:25])=[CH:14][CH:15]=2)[CH:10]=[C:9]1[CH3:27])[C:2]1[CH:3]=[CH:4][CH:5]=[CH:6][CH:7]=1. The catalyst class is: 19. (5) Reactant: [Cl:1][C:2]1[CH:10]=[CH:9][C:8]([CH:11]2[CH2:13][CH2:12]2)=[CH:7][C:3]=1[C:4](O)=[O:5].ClC(OC(C)C)=O.CC[N:23](C(C)C)C(C)C.N. Product: [Cl:1][C:2]1[CH:10]=[CH:9][C:8]([CH:11]2[CH2:13][CH2:12]2)=[CH:7][C:3]=1[C:4]([NH2:23])=[O:5]. The catalyst class is: 1. (6) Reactant: [OH:1][N:2]1[C:10](=[O:11])[C:9]2[C:4](=[CH:5][CH:6]=[CH:7][CH:8]=2)[C:3]1=[O:12].C([O-])([O-])=O.[Cs+].[Cs+].Br[CH2:20][C:21]1[CH:26]=[CH:25][C:24](OC)=[CH:23][CH:22]=1. Product: [CH2:20]([O:1][N:2]1[C:10](=[O:11])[C:9]2[C:4](=[CH:5][CH:6]=[CH:7][CH:8]=2)[C:3]1=[O:12])[C:21]1[CH:26]=[CH:25][CH:24]=[CH:23][CH:22]=1. The catalyst class is: 16. (7) Reactant: [CH3:1][C:2]1[C:3]([C:23](OCC)=[O:24])=[CH:4][N:5]([S:13]([C:16]2[CH:21]=[CH:20][CH:19]=[C:18]([CH3:22])[CH:17]=2)(=[O:15])=[O:14])[C:6]=1[C:7]1[CH:12]=[CH:11][CH:10]=[CH:9][CH:8]=1.[H-].C([Al+]CC(C)C)C(C)C.Cl. Product: [CH3:1][C:2]1[C:3]([CH:23]=[O:24])=[CH:4][N:5]([S:13]([C:16]2[CH:21]=[CH:20][CH:19]=[C:18]([CH3:22])[CH:17]=2)(=[O:15])=[O:14])[C:6]=1[C:7]1[CH:8]=[CH:9][CH:10]=[CH:11][CH:12]=1. The catalyst class is: 207.